Dataset: CYP2C19 inhibition data for predicting drug metabolism from PubChem BioAssay. Task: Regression/Classification. Given a drug SMILES string, predict its absorption, distribution, metabolism, or excretion properties. Task type varies by dataset: regression for continuous measurements (e.g., permeability, clearance, half-life) or binary classification for categorical outcomes (e.g., BBB penetration, CYP inhibition). Dataset: cyp2c19_veith. The molecule is CCNC[C@H](O)c1cccc(O)c1. The result is 0 (non-inhibitor).